This data is from Peptide-MHC class I binding affinity with 185,985 pairs from IEDB/IMGT. The task is: Regression. Given a peptide amino acid sequence and an MHC pseudo amino acid sequence, predict their binding affinity value. This is MHC class I binding data. (1) The peptide sequence is SQHNYRPGY. The MHC is HLA-B46:01 with pseudo-sequence HLA-B46:01. The binding affinity (normalized) is 0.0847. (2) The peptide sequence is MLINRFTMR. The MHC is HLA-B08:01 with pseudo-sequence HLA-B08:01. The binding affinity (normalized) is 0.371. (3) The peptide sequence is MIKYCLLKILK. The MHC is HLA-A31:01 with pseudo-sequence HLA-A31:01. The binding affinity (normalized) is 0.229. (4) The peptide sequence is LPVEYLQVP. The MHC is HLA-A03:01 with pseudo-sequence HLA-A03:01. The binding affinity (normalized) is 0. (5) The peptide sequence is GHMMVIFRL. The MHC is HLA-B58:01 with pseudo-sequence HLA-B58:01. The binding affinity (normalized) is 0.0847. (6) The peptide sequence is YVGIKLGDK. The MHC is HLA-A11:01 with pseudo-sequence HLA-A11:01. The binding affinity (normalized) is 0.401. (7) The peptide sequence is IVAPYLFWL. The MHC is HLA-A66:01 with pseudo-sequence HLA-A66:01. The binding affinity (normalized) is 0.213.